From a dataset of Reaction yield outcomes from USPTO patents with 853,638 reactions. Predict the reaction yield, written as a fraction of the theoretical maximum amount of product (1.0 means a 100% yield; for example, 0.34 means a 34% yield). The reactants are Cl.[NH2:2][C@H:3]([C:8]1[CH:13]=[CH:12][C:11]([OH:14])=[CH:10][CH:9]=1)[C:4]([O:6][CH3:7])=[O:5].O1CCOCC1.C(N(CC)CC)C.[C:28]([O:32][C:33](O[C:33]([O:32][C:28]([CH3:31])([CH3:30])[CH3:29])=[O:34])=[O:34])([CH3:31])([CH3:30])[CH3:29]. The catalyst is O. The product is [C:28]([O:32][C:33]([NH:2][C@H:3]([C:8]1[CH:9]=[CH:10][C:11]([OH:14])=[CH:12][CH:13]=1)[C:4]([O:6][CH3:7])=[O:5])=[O:34])([CH3:31])([CH3:30])[CH3:29]. The yield is 0.780.